The task is: Regression. Given two drug SMILES strings and cell line genomic features, predict the synergy score measuring deviation from expected non-interaction effect.. This data is from NCI-60 drug combinations with 297,098 pairs across 59 cell lines. Drug 1: C1CNP(=O)(OC1)N(CCCl)CCCl. Drug 2: CC1C(C(CC(O1)OC2CC(CC3=C2C(=C4C(=C3O)C(=O)C5=C(C4=O)C(=CC=C5)OC)O)(C(=O)CO)O)N)O.Cl. Cell line: T-47D. Synergy scores: CSS=40.6, Synergy_ZIP=0.604, Synergy_Bliss=-0.221, Synergy_Loewe=-35.3, Synergy_HSA=0.832.